This data is from Forward reaction prediction with 1.9M reactions from USPTO patents (1976-2016). The task is: Predict the product of the given reaction. (1) Given the reactants I[CH2:2][CH2:3][CH3:4].[CH2:5]([O:9][C:10]1[N:18]=[C:17]2[C:13]([N:14]=[C:15]([O:27]C)[N:16]2[CH2:19][CH2:20][CH:21]2[CH2:26][CH2:25][NH:24][CH2:23][CH2:22]2)=[C:12]([NH2:29])[N:11]=1)[CH2:6][CH2:7][CH3:8].CCN(C(C)C)C(C)C.CS(C)=O, predict the reaction product. The product is: [NH2:29][C:12]1[N:11]=[C:10]([O:9][CH2:5][CH2:6][CH2:7][CH3:8])[N:18]=[C:17]2[C:13]=1[NH:14][C:15](=[O:27])[N:16]2[CH2:19][CH2:20][CH:21]1[CH2:26][CH2:25][N:24]([CH2:2][CH2:3][CH3:4])[CH2:23][CH2:22]1. (2) Given the reactants [Br:1][C:2]1[CH:3]=[C:4]([C:9](=[O:11])[CH3:10])[CH:5]=[CH:6][C:7]=1[OH:8].Br[CH2:13][C:14]([O:16][CH3:17])=[O:15].C(=O)([O-])[O-].[K+].[K+], predict the reaction product. The product is: [C:9]([C:4]1[CH:5]=[CH:6][C:7]([O:8][CH2:13][C:14]([O:16][CH3:17])=[O:15])=[C:2]([Br:1])[CH:3]=1)(=[O:11])[CH3:10]. (3) Given the reactants [CH:1]1([CH2:4][O:5][C:6]2[CH:11]=[CH:10][C:9]([C:12]([F:15])([F:14])[F:13])=[CH:8][C:7]=2[C:16]2[C:17]3[NH:24][C:23]([CH3:25])=[C:22]([C:26]([O:28][CH2:29][CH3:30])=[O:27])[C:18]=3[N:19]=[CH:20][N:21]=2)[CH2:3][CH2:2]1.Cl[CH2:32][O:33][CH2:34][CH2:35][Si:36]([CH3:39])([CH3:38])[CH3:37], predict the reaction product. The product is: [CH:1]1([CH2:4][O:5][C:6]2[CH:11]=[CH:10][C:9]([C:12]([F:14])([F:13])[F:15])=[CH:8][C:7]=2[C:16]2[C:17]3[N:24]([CH2:32][O:33][CH2:34][CH2:35][Si:36]([CH3:39])([CH3:38])[CH3:37])[C:23]([CH3:25])=[C:22]([C:26]([O:28][CH2:29][CH3:30])=[O:27])[C:18]=3[N:19]=[CH:20][N:21]=2)[CH2:3][CH2:2]1. (4) Given the reactants [CH3:1][C:2]1([CH3:29])[C:10]2[CH:9]=[N:8][C:7]([S:11]([CH3:14])(=O)=O)=[N:6][C:5]=2[CH:4](C(OC)=O)[N:3]1[C:19]([O:21][CH2:22][C:23]1[CH:28]=[CH:27][CH:26]=[CH:25][CH:24]=1)=[O:20].[OH-].[Na+].[NH4+].[Cl-], predict the reaction product. The product is: [CH3:1][C:2]1([CH3:29])[C:10]2[CH:9]=[N:8][C:7]([S:11][CH3:14])=[N:6][C:5]=2[CH2:4][N:3]1[C:19]([O:21][CH2:22][C:23]1[CH:28]=[CH:27][CH:26]=[CH:25][CH:24]=1)=[O:20]. (5) Given the reactants [O:1]=[C:2]1[CH:6]=[C:5]([C@@H:7]2[CH2:12][CH2:11][N:10](C(OC)=O)[C@@H:9]([CH2:17][C:18]3[CH:23]=[CH:22][CH:21]=[CH:20][C:19]=3[C:24]([F:27])([F:26])[F:25])[CH2:8]2)[O:4][NH:3]1.C(O)(=O)C, predict the reaction product. The product is: [F:27][C:24]([F:25])([F:26])[C:19]1[CH:20]=[CH:21][CH:22]=[CH:23][C:18]=1[CH2:17][C@H:9]1[CH2:8][C@H:7]([C:5]2[O:4][NH:3][C:2](=[O:1])[CH:6]=2)[CH2:12][CH2:11][NH:10]1. (6) Given the reactants ClC1C([N+]([O-])=O)=CC=CC=1C=O.C1(NC(C2CCNCC2)=O)CCCCC1.[CH:28]1([NH:34][C:35]([CH:37]2[CH2:42][CH2:41][N:40]([CH2:43][C:44]3[CH:49]=[CH:48][CH:47]=[C:46]([N+:50]([O-])=O)[C:45]=3[Cl:53])[CH2:39][CH2:38]2)=[O:36])[CH2:33][CH2:32][CH2:31][CH2:30][CH2:29]1, predict the reaction product. The product is: [CH:28]1([NH:34][C:35]([CH:37]2[CH2:42][CH2:41][N:40]([CH2:43][C:44]3[CH:49]=[CH:48][CH:47]=[C:46]([NH2:50])[C:45]=3[Cl:53])[CH2:39][CH2:38]2)=[O:36])[CH2:33][CH2:32][CH2:31][CH2:30][CH2:29]1. (7) Given the reactants [N:1]1([C:7]([O:9][C@H:10](/[CH:12]=[CH:13]\[C:14]([NH:16][C@@H:17]2[CH2:22][C@H:21]([CH3:23])[C@H:20]([CH2:24]/[CH:25]=[C:26](\[CH3:49])/[CH:27]=[CH:28]/[C@H:29]3[O:36][C@H:35]([CH2:37][C:38]([NH2:40])=[O:39])[CH2:34][C@:31]4([O:33][CH2:32]4)[C@@H:30]3[O:41][Si](C(C)(C)C)(C)C)[O:19][C@@H:18]2[CH3:50])=[O:15])[CH3:11])=[O:8])[CH2:6][CH2:5][CH2:4][CH2:3][CH2:2]1.C(N(CC)CC)C.[N+](C1C=CC(OC(=O)OC2C=CC([N+]([O-])=O)=CC=2)=CC=1)([O-])=O.N1CCCCC1.CN(CCSC)C(=O)O[C@H](/C=C\C(N[C@@H]1C[C@H](C)[C@H](C/C=C(\C)/C=C/[C@H]2O[C@H](CC(N)=O)C[C@]3(OC3)[C@@H]2O[Si](C(C)(C)C)(C)C)O[C@@H]1C)=O)C, predict the reaction product. The product is: [N:1]1([C:7]([O:9][C@H:10](/[CH:12]=[CH:13]\[C:14]([NH:16][C@@H:17]2[CH2:22][C@H:21]([CH3:23])[C@H:20]([CH2:24]/[CH:25]=[C:26](\[CH3:49])/[CH:27]=[CH:28]/[C@H:29]3[O:36][C@H:35]([CH2:37][C:38]([NH2:40])=[O:39])[CH2:34][C@:31]4([O:33][CH2:32]4)[C@@H:30]3[OH:41])[O:19][C@@H:18]2[CH3:50])=[O:15])[CH3:11])=[O:8])[CH2:6][CH2:5][CH2:4][CH2:3][CH2:2]1. (8) Given the reactants [NH2:1][CH2:2][CH:3]([CH2:9][C:10]1[CH:15]=[C:14]([Cl:16])[CH:13]=[CH:12][C:11]=1[O:17][CH3:18])[C:4]([O:6]CC)=[O:5].[C:19](O[C:19]([O:21][C:22]([CH3:25])([CH3:24])[CH3:23])=[O:20])([O:21][C:22]([CH3:25])([CH3:24])[CH3:23])=[O:20].[OH-].[Na+], predict the reaction product. The product is: [C:22]([O:21][C:19]([NH:1][CH2:2][CH:3]([CH2:9][C:10]1[CH:15]=[C:14]([Cl:16])[CH:13]=[CH:12][C:11]=1[O:17][CH3:18])[C:4]([OH:6])=[O:5])=[O:20])([CH3:25])([CH3:24])[CH3:23]. (9) Given the reactants Cl[C:2]1[C:10]2[C:6](=[N:7][N:8]([CH2:11][C:12]([NH:16][C:17](=[O:29])[C:18]3[CH:23]=[CH:22][C:21]([O:24][C:25]([F:28])([F:27])[F:26])=[CH:20][CH:19]=3)([C:14]#[N:15])[CH3:13])[N:9]=2)[CH:5]=[C:4]([C:30]([F:33])([F:32])[F:31])[CH:3]=1.C(P(C(C)(C)C)C1C=CC2C(=CC=CC=2)C=1C1C2C(=CC=CC=2)C=CC=1)(C)(C)C.C[C:64]([N:66](C)C)=O, predict the reaction product. The product is: [C:14]([C:12]([NH:16][C:17](=[O:29])[C:18]1[CH:23]=[CH:22][C:21]([O:24][C:25]([F:28])([F:27])[F:26])=[CH:20][CH:19]=1)([CH3:13])[CH2:11][N:8]1[N:7]=[C:6]2[CH:5]=[C:4]([C:30]([F:31])([F:32])[F:33])[CH:3]=[C:2]([C:64]#[N:66])[C:10]2=[N:9]1)#[N:15]. (10) Given the reactants [Li]CCCC.[N:6]1([C:11]2[CH:31]=[CH:30][C:14]([CH2:15][C:16]3[C:17]([O:28][CH3:29])=[N:18][C:19]4[C:24]([C:25]=3[Cl:26])=[CH:23][C:22](Br)=[CH:21][CH:20]=4)=[CH:13][CH:12]=2)[CH:10]=[CH:9][CH:8]=[N:7]1.[CH3:32][N:33]1[C:37]([C:38]([C:40]2[CH:45]=[CH:44][CH:43]=[CH:42][N:41]=2)=[O:39])=[CH:36][N:35]=[CH:34]1, predict the reaction product. The product is: [N:6]1([C:11]2[CH:31]=[CH:30][C:14]([CH2:15][C:16]3[C:17]([O:28][CH3:29])=[N:18][C:19]4[C:24]([C:25]=3[Cl:26])=[CH:23][C:22]([C:38]([C:37]3[N:33]([CH3:32])[CH:34]=[N:35][CH:36]=3)([C:40]3[CH:45]=[CH:44][CH:43]=[CH:42][N:41]=3)[OH:39])=[CH:21][CH:20]=4)=[CH:13][CH:12]=2)[CH:10]=[CH:9][CH:8]=[N:7]1.